Dataset: Full USPTO retrosynthesis dataset with 1.9M reactions from patents (1976-2016). Task: Predict the reactants needed to synthesize the given product. (1) Given the product [C:13]([O:12][C:10](=[O:11])[CH2:9][CH2:8][CH2:7][CH2:6][C:5]([OH:17])=[O:4])([CH3:16])([CH3:14])[CH3:15], predict the reactants needed to synthesize it. The reactants are: [OH-].[Li+].C[O:4][C:5](=[O:17])[CH2:6][CH2:7][CH2:8][CH2:9][C:10]([O:12][C:13]([CH3:16])([CH3:15])[CH3:14])=[O:11]. (2) Given the product [CH3:13][O:6][C:5](=[O:7])[C:4]1[CH:8]=[C:9]([O:11][CH3:12])[N:10]=[C:2]([Cl:1])[CH:3]=1, predict the reactants needed to synthesize it. The reactants are: [Cl:1][C:2]1[CH:3]=[C:4]([CH:8]=[C:9]([O:11][CH3:12])[N:10]=1)[C:5]([OH:7])=[O:6].[CH3:13]O. (3) Given the product [CH3:41][C:36]1([CH3:42])[C:37]([CH3:40])([CH3:39])[O:38][B:34]([C:2]2[CH:7]=[CH:6][C:5]([C:8]3[CH:13]=[CH:12][C:11]([C:14]4[NH:18][C:17]([C@@H:19]5[CH2:23][CH2:22][CH2:21][N:20]5[C:24]([O:26][CH2:27][C:28]5[CH:33]=[CH:32][CH:31]=[CH:30][CH:29]=5)=[O:25])=[N:16][CH:15]=4)=[CH:10][CH:9]=3)=[CH:4][CH:3]=2)[O:35]1, predict the reactants needed to synthesize it. The reactants are: Cl[C:2]1[CH:7]=[CH:6][C:5]([C:8]2[CH:13]=[CH:12][C:11]([C:14]3[NH:18][C:17]([C@@H:19]4[CH2:23][CH2:22][CH2:21][N:20]4[C:24]([O:26][CH2:27][C:28]4[CH:33]=[CH:32][CH:31]=[CH:30][CH:29]=4)=[O:25])=[N:16][CH:15]=3)=[CH:10][CH:9]=2)=[CH:4][CH:3]=1.[B:34]1([B:34]2[O:38][C:37]([CH3:40])([CH3:39])[C:36]([CH3:42])([CH3:41])[O:35]2)[O:38][C:37]([CH3:40])([CH3:39])[C:36]([CH3:42])([CH3:41])[O:35]1.C1(P(C2CCCCC2)C2C=CC=CC=2C2C(C(C)C)=CC(C(C)C)=CC=2C(C)C)CCCCC1.C([O-])(=O)C.[K+]. (4) The reactants are: [N+:1]([C:4]1[NH:5][CH:6]=[CH:7][N:8]=1)([O-:3])=[O:2].[H-].[Na+].[CH3:11][Si:12]([CH3:19])([CH3:18])[CH2:13][CH2:14][O:15][CH2:16]Cl. Given the product [N+:1]([C:4]1[N:5]([CH2:16][O:15][CH2:14][CH2:13][Si:12]([CH3:19])([CH3:18])[CH3:11])[CH:6]=[CH:7][N:8]=1)([O-:3])=[O:2], predict the reactants needed to synthesize it. (5) Given the product [CH2:8]([O:7][CH2:6][CH2:5][CH2:4][NH2:3])[C:9]1[CH:14]=[CH:13][CH:12]=[CH:11][CH:10]=1, predict the reactants needed to synthesize it. The reactants are: [H-].[Na+].[NH2:3][CH2:4][CH2:5][CH2:6][OH:7].[CH2:8](Br)[C:9]1[CH:14]=[CH:13][CH:12]=[CH:11][CH:10]=1. (6) Given the product [Cl:1][C:2]1[CH:7]=[CH:6][C:5]([S:20]([Cl:24])(=[O:23])=[O:21])=[C:4]([N+:9]([O-:11])=[O:10])[CH:3]=1, predict the reactants needed to synthesize it. The reactants are: [Cl:1][C:2]1[CH:7]=[CH:6][C:5](N)=[C:4]([N+:9]([O-:11])=[O:10])[CH:3]=1.N([O-])=O.[Na+].C(O)(=O)C.[S:20](=[O:23])(O)[OH:21].[ClH:24]. (7) The reactants are: Cl.[CH3:2][O:3][C:4]1[CH:5]=[C:6]([CH:11]=[CH:12][C:13]=1[C:14]1[O:18][C:17]([CH3:19])=[N:16][CH:15]=1)[C:7]([NH:9][NH2:10])=[O:8].[Cl:20][CH2:21][CH2:22][CH2:23][CH:24]([C:28]1[CH:33]=[CH:32][CH:31]=[CH:30][C:29]=1[O:34][C:35]([F:38])([F:37])[F:36])[C:25](O)=O.C(N(CC)CC)C.P(C#N)(OCC)(OCC)=O.C(Cl)(Cl)(Cl)Cl.C1(P(C2C=CC=CC=2)C2C=CC=CC=2)C=CC=CC=1. Given the product [Cl:20][CH2:21][CH2:22][CH2:23][CH:24]([C:25]1[O:8][C:7]([C:6]2[CH:11]=[CH:12][C:13]([C:14]3[O:18][C:17]([CH3:19])=[N:16][CH:15]=3)=[C:4]([O:3][CH3:2])[CH:5]=2)=[N:9][N:10]=1)[C:28]1[CH:33]=[CH:32][CH:31]=[CH:30][C:29]=1[O:34][C:35]([F:36])([F:37])[F:38], predict the reactants needed to synthesize it. (8) Given the product [Cl:31][C:32]1[CH:37]=[C:36]([Cl:38])[CH:35]=[C:34]([O:39][CH3:40])[C:33]=1[C:10]1[C:11]2[CH:28]=[CH:27][CH:26]=[CH:25][C:12]=2[N:13]([CH2:16][C:17]2[CH:18]=[CH:19][C:20]([O:23][CH3:24])=[CH:21][CH:22]=2)[C:14](=[O:15])[CH:8]([NH:7][C:6](=[O:30])[O:5][C:1]([CH3:2])([CH3:4])[CH3:3])[N:9]=1, predict the reactants needed to synthesize it. The reactants are: [C:1]([O:5][C:6](=[O:30])[NH:7][CH:8]1[C:14](=[O:15])[N:13]([CH2:16][C:17]2[CH:22]=[CH:21][C:20]([O:23][CH3:24])=[CH:19][CH:18]=2)[C:12]2[CH:25]=[CH:26][CH:27]=[CH:28][C:11]=2[C:10](Cl)=[N:9]1)([CH3:4])([CH3:3])[CH3:2].[Cl:31][C:32]1[CH:37]=[C:36]([Cl:38])[CH:35]=[C:34]([O:39][CH3:40])[C:33]=1B1OC(C)(C)C(C)(C)O1. (9) The reactants are: [C:1]([N:4]1[C:13]2[C:8](=[N:9][CH:10]=[CH:11][CH:12]=2)[C@H:7]([NH:14]C(=O)OCC2C=CC=CC=2)[C@@H:6]([CH3:25])[C@@H:5]1[CH3:26])(=[O:3])[CH3:2]. Given the product [NH2:14][C@H:7]1[C:8]2[C:13](=[CH:12][CH:11]=[CH:10][N:9]=2)[N:4]([C:1](=[O:3])[CH3:2])[C@@H:5]([CH3:26])[C@@H:6]1[CH3:25], predict the reactants needed to synthesize it. (10) Given the product [CH:21]([O:20][C:5]1[CH:6]=[CH:7][C:8]([C:10]#[C:11][C:12]2[CH:17]=[CH:16][CH:15]=[CH:14][C:13]=2[O:18][CH3:19])=[CH:9][C:4]=1[C:3]([OH:24])=[O:2])([CH3:23])[CH3:22], predict the reactants needed to synthesize it. The reactants are: C[O:2][C:3](=[O:24])[C:4]1[CH:9]=[C:8]([C:10]#[C:11][C:12]2[CH:17]=[CH:16][CH:15]=[CH:14][C:13]=2[O:18][CH3:19])[CH:7]=[CH:6][C:5]=1[O:20][CH:21]([CH3:23])[CH3:22].